Dataset: Microsomal clearance measurements from AstraZeneca. Task: Regression/Classification. Given a drug SMILES string, predict its absorption, distribution, metabolism, or excretion properties. Task type varies by dataset: regression for continuous measurements (e.g., permeability, clearance, half-life) or binary classification for categorical outcomes (e.g., BBB penetration, CYP inhibition). For this dataset (clearance_microsome_az), we predict log10(clearance) (log10 of the in vitro intrinsic clearance, CLint, in uL/min per mg of human liver microsomal protein, equivalently mL/min/g; values are censored to the assay range of 3 to 150, which is 0.477 to 2.18 on this log10 scale). (1) The molecule is COC[C@@H](O)Cn1c(=O)cnn(-c2ccc(Cl)c(C(=O)NCC3(O)CCCCCC3)c2)c1=O. The log10(clearance) is 0.880. (2) The compound is CN1CCN(C(=O)c2cc3cc(Cl)ccc3[nH]2)CC1. The log10(clearance) is 1.28. (3) The drug is CCN(C(=O)Cc1ccc(S(C)(=O)=O)cc1)C1CCN(CC[C@@H](c2cccc(C(F)(F)F)c2)C2CCN(S(C)(=O)=O)CC2)CC1. The log10(clearance) is 1.24. (4) The molecule is CN(CCOc1ccccc1-c1cc(C(N)=O)c(NC(N)=O)s1)Cc1ccccc1. The log10(clearance) is 2.18. (5) The log10(clearance) is 1.48. The molecule is CC(NCC(O)c1ccc([N+](=O)[O-])cc1)C12CC3CC(CC(C3)C1)C2. (6) The molecule is COc1ccnc(CCc2nc3cc(Br)cnc3[nH]2)c1. The log10(clearance) is 1.37. (7) The drug is Cc1c(CN2CCN(C(=O)[C@H](C)O)CC2)sc2c(N3CCOCC3)nc(-c3cnc(N)nc3)nc12. The log10(clearance) is 1.04. (8) The compound is Cc1cc(OCC(=O)Nc2ccccc2)c2cc(Br)ccc2n1. The log10(clearance) is 2.09. (9) The molecule is COc1ccc(-c2nc(N)s[n+]2-c2ccccc2)cc1. The log10(clearance) is 1.28.